Dataset: Forward reaction prediction with 1.9M reactions from USPTO patents (1976-2016). Task: Predict the product of the given reaction. (1) The product is: [CH:11]1[C:16]2[CH:17]3[C:8]([C:19]4[N:20]=[CH:21][NH:22][CH:23]=4)([CH2:1][C:2]4[CH:3]=[CH:4][CH:5]=[CH:6][C:7]=43)[CH2:9][CH2:10][C:15]=2[CH:14]=[CH:13][CH:12]=1. Given the reactants [CH2:1]([C:8]1([C:19]2[N:20]=[CH:21][NH:22][CH:23]=2)[CH2:17][CH2:16][C:15]2[C:10](=[CH:11][CH:12]=[CH:13][CH:14]=2)[CH:9]1O)[C:2]1[CH:7]=[CH:6][CH:5]=[CH:4][CH:3]=1.O.[OH-].[Na+], predict the reaction product. (2) Given the reactants [N:1]1[CH:6]=[CH:5][CH:4]=[N:3][C:2]=1[C:7]([O-:9])=O.[Na+].CN(C)C=O.ON1C2C=CC=CC=2N=N1.Cl.CN(C)CCCN=C=NCC.C(N(CC)C(C)C)(C)C.[CH2:47]([NH:49][C:50]([NH:52][C:53]1[CH:58]=[CH:57][C:56]([C:59]2[N:60]=[C:61]([N:69]3[CH2:74][CH2:73][O:72][CH2:71][CH2:70]3)[C:62]3[CH2:68][CH2:67][NH:66][CH2:65][C:63]=3[N:64]=2)=[CH:55][CH:54]=1)=[O:51])[CH3:48], predict the reaction product. The product is: [CH2:47]([NH:49][C:50]([NH:52][C:53]1[CH:54]=[CH:55][C:56]([C:59]2[N:60]=[C:61]([N:69]3[CH2:70][CH2:71][O:72][CH2:73][CH2:74]3)[C:62]3[CH2:68][CH2:67][N:66]([C:7]([C:2]4[N:1]=[CH:6][CH:5]=[CH:4][N:3]=4)=[O:9])[CH2:65][C:63]=3[N:64]=2)=[CH:57][CH:58]=1)=[O:51])[CH3:48].